This data is from NCI-60 drug combinations with 297,098 pairs across 59 cell lines. The task is: Regression. Given two drug SMILES strings and cell line genomic features, predict the synergy score measuring deviation from expected non-interaction effect. (1) Cell line: CCRF-CEM. Synergy scores: CSS=50.5, Synergy_ZIP=-1.02, Synergy_Bliss=-2.49, Synergy_Loewe=-21.4, Synergy_HSA=-0.456. Drug 1: COC1=C(C=C2C(=C1)N=CN=C2NC3=CC(=C(C=C3)F)Cl)OCCCN4CCOCC4. Drug 2: COC1=CC(=CC(=C1O)OC)C2C3C(COC3=O)C(C4=CC5=C(C=C24)OCO5)OC6C(C(C7C(O6)COC(O7)C8=CC=CS8)O)O. (2) Drug 1: CN(C)N=NC1=C(NC=N1)C(=O)N. Drug 2: CC(C1=C(C=CC(=C1Cl)F)Cl)OC2=C(N=CC(=C2)C3=CN(N=C3)C4CCNCC4)N. Cell line: OVCAR-4. Synergy scores: CSS=-3.65, Synergy_ZIP=0.374, Synergy_Bliss=-3.05, Synergy_Loewe=-3.76, Synergy_HSA=-4.15. (3) Drug 1: C1CN(CCN1C(=O)CCBr)C(=O)CCBr. Drug 2: C1CC(=O)NC(=O)C1N2C(=O)C3=CC=CC=C3C2=O. Cell line: NCI-H460. Synergy scores: CSS=51.1, Synergy_ZIP=10.9, Synergy_Bliss=1.37, Synergy_Loewe=-2.73, Synergy_HSA=-0.845.